From a dataset of Forward reaction prediction with 1.9M reactions from USPTO patents (1976-2016). Predict the product of the given reaction. (1) Given the reactants [NH2:1][C:2]1[N:3]=[C:4]([N:19]2[CH2:24][CH2:23][N:22]([C:25](=[O:29])[CH:26](Cl)[CH3:27])[CH2:21][CH2:20]2)[C:5]2[N:11]=[C:10]([C:12]3[CH:17]=[CH:16][C:15]([F:18])=[CH:14][CH:13]=3)[CH:9]=[CH:8][C:6]=2[N:7]=1.[Cl:30][C:31]1[CH:36]=[CH:35][C:34]([OH:37])=[CH:33][CH:32]=1.C(=O)([O-])[O-].[K+].[K+], predict the reaction product. The product is: [NH2:1][C:2]1[N:3]=[C:4]([N:19]2[CH2:24][CH2:23][N:22]([C:25](=[O:29])[CH:26]([O:37][C:34]3[CH:35]=[CH:36][C:31]([Cl:30])=[CH:32][CH:33]=3)[CH3:27])[CH2:21][CH2:20]2)[C:5]2[N:11]=[C:10]([C:12]3[CH:17]=[CH:16][C:15]([F:18])=[CH:14][CH:13]=3)[CH:9]=[CH:8][C:6]=2[N:7]=1. (2) Given the reactants [CH2:1]([O:3][C:4]([N:6]1[C:15]2[C:10](=[CH:11][C:12]([C:16]([F:19])([F:18])[F:17])=[CH:13][CH:14]=2)[C:9]([C@H:20]([C:23]2[CH:28]=[C:27]([C:29]([F:32])([F:31])[F:30])[CH:26]=[C:25]([C:33]([F:36])([F:35])[F:34])[CH:24]=2)[CH2:21][OH:22])=[CH:8][C@H:7]1[CH2:37][CH3:38])=[O:5])[CH3:2].C(N(CC)CC)C.[C:46](Cl)(=[O:48])[CH3:47], predict the reaction product. The product is: [CH2:1]([O:3][C:4]([N:6]1[C:15]2[C:10](=[CH:11][C:12]([C:16]([F:17])([F:18])[F:19])=[CH:13][CH:14]=2)[C:9]([C@@H:20]([C:23]2[CH:24]=[C:25]([C:33]([F:34])([F:36])[F:35])[CH:26]=[C:27]([C:29]([F:30])([F:31])[F:32])[CH:28]=2)[CH2:21][O:22][C:46](=[O:48])[CH3:47])=[CH:8][C@H:7]1[CH2:37][CH3:38])=[O:5])[CH3:2].